Dataset: Peptide-MHC class II binding affinity with 134,281 pairs from IEDB. Task: Regression. Given a peptide amino acid sequence and an MHC pseudo amino acid sequence, predict their binding affinity value. This is MHC class II binding data. (1) The peptide sequence is IKEPTAAAIAYGLDR. The MHC is HLA-DQA10501-DQB10301 with pseudo-sequence HLA-DQA10501-DQB10301. The binding affinity (normalized) is 0.605. (2) The peptide sequence is SSYAATEVANAAAAS. The MHC is HLA-DQA10301-DQB10302 with pseudo-sequence HLA-DQA10301-DQB10302. The binding affinity (normalized) is 0.359. (3) The peptide sequence is LANIAVDKAN. The MHC is DRB1_1101 with pseudo-sequence DRB1_1101. The binding affinity (normalized) is 0. (4) The peptide sequence is GSSDNEFVKLAWRREHKDLD. The MHC is DRB1_0901 with pseudo-sequence DRB1_0901. The binding affinity (normalized) is 0.129. (5) The peptide sequence is ATPPGTSDEFPHSNG. The MHC is DRB3_0101 with pseudo-sequence DRB3_0101. The binding affinity (normalized) is 0. (6) The peptide sequence is GTVVMQVKVSKGAPC. The MHC is DRB1_0404 with pseudo-sequence DRB1_0404. The binding affinity (normalized) is 0.744.